From a dataset of Peptide-MHC class I binding affinity with 185,985 pairs from IEDB/IMGT. Regression. Given a peptide amino acid sequence and an MHC pseudo amino acid sequence, predict their binding affinity value. This is MHC class I binding data. (1) The peptide sequence is ATDALMTGF. The MHC is HLA-A03:01 with pseudo-sequence HLA-A03:01. The binding affinity (normalized) is 0. (2) The peptide sequence is GDYKLVEI. The MHC is HLA-A02:03 with pseudo-sequence HLA-A02:03. The binding affinity (normalized) is 0.0136. (3) The binding affinity (normalized) is 0.0847. The peptide sequence is GHGTVVLEL. The MHC is HLA-B40:01 with pseudo-sequence HLA-B40:01. (4) The MHC is HLA-A01:01 with pseudo-sequence HLA-A01:01. The peptide sequence is NSPANLYNY. The binding affinity (normalized) is 0.264. (5) The peptide sequence is FLRGRAYGI. The MHC is HLA-A68:02 with pseudo-sequence HLA-A68:02. The binding affinity (normalized) is 0.274. (6) The binding affinity (normalized) is 0.0847. The peptide sequence is SLYKYLLLR. The MHC is HLA-B08:02 with pseudo-sequence HLA-B08:02. (7) The peptide sequence is INYCIGVIF. The MHC is H-2-Kb with pseudo-sequence H-2-Kb. The binding affinity (normalized) is 0.526.